Dataset: Forward reaction prediction with 1.9M reactions from USPTO patents (1976-2016). Task: Predict the product of the given reaction. (1) Given the reactants Br[C:2]1[CH:7]=[CH:6][C:5]([N+:8]([O-:10])=[O:9])=[CH:4][N:3]=1.[C:11]([O:15][C:16]([N:18]1[CH2:23][CH:22]=[C:21](B2OC(C)(C)C(C)(C)O2)[CH2:20][CH2:19]1)=[O:17])([CH3:14])([CH3:13])[CH3:12].C(=O)([O-])[O-].[K+].[K+], predict the reaction product. The product is: [C:11]([O:15][C:16]([N:18]1[CH2:19][CH:20]=[C:21]([C:2]2[CH:7]=[CH:6][C:5]([N+:8]([O-:10])=[O:9])=[CH:4][N:3]=2)[CH2:22][CH2:23]1)=[O:17])([CH3:14])([CH3:12])[CH3:13]. (2) Given the reactants [CH2:1]([N:5]([C:49]1[CH:54]=[CH:53][C:52](CCC(OC)=O)=[CH:51][CH:50]=1)[C:6]([C:8]1[C:12]([Cl:13])=[C:11]([CH3:14])[N:10]([C:15]2[CH:20]=[CH:19][C:18]([C:21](=[O:36])[NH:22][S:23]([C:26]3[CH:35]=[CH:34][C:33]4[C:28](=[CH:29][CH:30]=[CH:31][CH:32]=4)[CH:27]=3)(=[O:25])=[O:24])=[CH:17][C:16]=2[C:37]([N:39]2[CH2:48][CH2:47][C:46]3[C:41](=[CH:42][CH:43]=[CH:44][CH:45]=3)[CH2:40]2)=[O:38])[N:9]=1)=[O:7])[CH2:2][CH2:3][CH3:4].ClC1C(C(O)=O)=NN(C2C=CC(C(=O)NS(C3C=CC4C(=CC=CC=4)C=3)(=O)=O)=CC=2C(N2CCC3C(=CC=CC=3)C2)=O)C=1C.C(NC1C=CC([I:116])=CC=1)CCC, predict the reaction product. The product is: [CH2:1]([N:5]([C:49]1[CH:54]=[CH:53][C:52]([I:116])=[CH:51][CH:50]=1)[C:6]([C:8]1[C:12]([Cl:13])=[C:11]([CH3:14])[N:10]([C:15]2[CH:20]=[CH:19][C:18]([C:21](=[O:36])[NH:22][S:23]([C:26]3[CH:35]=[CH:34][C:33]4[C:28](=[CH:29][CH:30]=[CH:31][CH:32]=4)[CH:27]=3)(=[O:25])=[O:24])=[CH:17][C:16]=2[C:37]([N:39]2[CH2:48][CH2:47][C:46]3[C:41](=[CH:42][CH:43]=[CH:44][CH:45]=3)[CH2:40]2)=[O:38])[N:9]=1)=[O:7])[CH2:2][CH2:3][CH3:4]. (3) Given the reactants [NH2:1][C@H:2]1[CH2:10][C:9]2[C:4](=[CH:5][CH:6]=[C:7]([CH2:11][N:12]3[CH:16]=[C:15]([CH2:17][OH:18])[C:14]([C:19]([F:22])([F:21])[F:20])=[N:13]3)[CH:8]=2)[CH2:3]1.C(N(CC)CC)C.[CH3:30][S:31](Cl)(=[O:33])=[O:32], predict the reaction product. The product is: [OH:18][CH2:17][C:15]1[C:14]([C:19]([F:22])([F:21])[F:20])=[N:13][N:12]([CH2:11][C:7]2[CH:8]=[C:9]3[C:4](=[CH:5][CH:6]=2)[CH2:3][C@@H:2]([NH:1][S:31]([CH3:30])(=[O:33])=[O:32])[CH2:10]3)[CH:16]=1. (4) Given the reactants [CH3:1][C:2]1[CH:7]=[C:6]([CH3:8])[CH:5]=[CH:4][C:3]=1[N:9]1[CH2:14][CH2:13][N:12]([CH2:15][CH2:16][NH2:17])[CH2:11][CH2:10]1.[C:18]([N:22]1[C:26]([CH2:27][CH:28]([CH3:30])[CH3:29])=[CH:25][C:24]([CH:31]=O)=[N:23]1)([CH3:21])([CH3:20])[CH3:19], predict the reaction product. The product is: [C:18]([N:22]1[C:26]([CH2:27][CH:28]([CH3:29])[CH3:30])=[CH:25][C:24]([CH2:31][NH:17][CH2:16][CH2:15][N:12]2[CH2:13][CH2:14][N:9]([C:3]3[CH:4]=[CH:5][C:6]([CH3:8])=[CH:7][C:2]=3[CH3:1])[CH2:10][CH2:11]2)=[N:23]1)([CH3:21])([CH3:20])[CH3:19]. (5) Given the reactants [CH2:1]([O:8][C:9]1[CH:10]=[C:11]([CH:20]([OH:27])[C:21]2[CH:26]=[CH:25][N:24]=[CH:23][CH:22]=2)[CH:12]=[C:13]2[C:18]=1[N:17]=[CH:16][NH:15][C:14]2=[O:19])[C:2]1[CH:7]=[CH:6][CH:5]=[CH:4][CH:3]=1, predict the reaction product. The product is: [CH2:1]([O:8][C:9]1[CH:10]=[C:11]([C:20](=[O:27])[C:21]2[CH:22]=[CH:23][N:24]=[CH:25][CH:26]=2)[CH:12]=[C:13]2[C:18]=1[N:17]=[CH:16][NH:15][C:14]2=[O:19])[C:2]1[CH:7]=[CH:6][CH:5]=[CH:4][CH:3]=1.